From a dataset of NCI-60 drug combinations with 297,098 pairs across 59 cell lines. Regression. Given two drug SMILES strings and cell line genomic features, predict the synergy score measuring deviation from expected non-interaction effect. (1) Drug 1: C1CN1P(=S)(N2CC2)N3CC3. Drug 2: C(=O)(N)NO. Cell line: SF-295. Synergy scores: CSS=18.8, Synergy_ZIP=-6.95, Synergy_Bliss=0.991, Synergy_Loewe=-1.32, Synergy_HSA=-0.995. (2) Drug 1: C1=CC(=C2C(=C1NCCNCCO)C(=O)C3=C(C=CC(=C3C2=O)O)O)NCCNCCO. Drug 2: COC1=NC(=NC2=C1N=CN2C3C(C(C(O3)CO)O)O)N. Cell line: SNB-75. Synergy scores: CSS=53.6, Synergy_ZIP=0.647, Synergy_Bliss=2.84, Synergy_Loewe=-63.2, Synergy_HSA=3.23. (3) Drug 1: COC1=C(C=C2C(=C1)N=CN=C2NC3=CC(=C(C=C3)F)Cl)OCCCN4CCOCC4. Drug 2: CCC1(CC2CC(C3=C(CCN(C2)C1)C4=CC=CC=C4N3)(C5=C(C=C6C(=C5)C78CCN9C7C(C=CC9)(C(C(C8N6C)(C(=O)OC)O)OC(=O)C)CC)OC)C(=O)OC)O.OS(=O)(=O)O. Cell line: UACC-257. Synergy scores: CSS=36.2, Synergy_ZIP=-8.16, Synergy_Bliss=-0.441, Synergy_Loewe=-17.9, Synergy_HSA=2.17.